Dataset: Full USPTO retrosynthesis dataset with 1.9M reactions from patents (1976-2016). Task: Predict the reactants needed to synthesize the given product. (1) Given the product [N+:12]([C:11]1[CH:10]=[C:9]2[C:4]([C:5](=[O:21])[N:6]([NH:16][S:17]([CH3:20])(=[O:18])=[O:19])[C:7](=[O:15])[NH:8]2)=[CH:3][C:2]=1[N:1]1[CH:24]=[CH:28][CH:27]=[CH:26]1)([O-:14])=[O:13], predict the reactants needed to synthesize it. The reactants are: [NH2:1][C:2]1[CH:3]=[C:4]2[C:9](=[CH:10][C:11]=1[N+:12]([O-:14])=[O:13])[NH:8][C:7](=[O:15])[N:6]([NH:16][S:17]([CH3:20])(=[O:19])=[O:18])[C:5]2=[O:21].CO[CH:24]1[CH2:28][CH2:27][CH:26](OC)O1. (2) Given the product [CH:18]1([N:22]2[CH:30]=[C:29]3[C:24]([CH:25]=[CH:26][C:27]([NH2:15])=[CH:28]3)=[N:23]2)[CH2:21][CH2:20][CH2:19]1, predict the reactants needed to synthesize it. The reactants are: C1(P([N:15]=[N+]=[N-])(C2C=CC=CC=2)=O)C=CC=CC=1.[CH:18]1([N:22]2[CH:30]=[C:29]3[C:24]([CH:25]=[CH:26][C:27](C(O)=O)=[CH:28]3)=[N:23]2)[CH2:21][CH2:20][CH2:19]1.Cl.C(=O)([O-])[O-].[K+].[K+]. (3) Given the product [CH3:1][C:2]1[CH:3]=[C:4]([N:17]2[CH:18]=[CH:19][C:15]([CH3:14])=[N:16]2)[CH:5]=[C:6]([CH3:10])[C:7]=1[O:8][CH3:9].[CH3:1][C:2]1[CH:3]=[C:4]([N:16]2[C:15]([CH3:14])=[CH:19][CH:18]=[N:17]2)[CH:5]=[C:6]([CH3:10])[C:7]=1[O:8][CH3:9], predict the reactants needed to synthesize it. The reactants are: [CH3:1][C:2]1[CH:3]=[C:4](B(O)O)[CH:5]=[C:6]([CH3:10])[C:7]=1[O:8][CH3:9].[CH3:14][C:15]1[CH:19]=[CH:18][NH:17][N:16]=1.